The task is: Predict which catalyst facilitates the given reaction.. This data is from Catalyst prediction with 721,799 reactions and 888 catalyst types from USPTO. (1) Reactant: [Br-:1].[Br-].[Br-].C[N+](C)(C)C1C=CC=CC=1.C[N+](C1C=CC=CC=1)(C)C.C[N+](C1C=CC=CC=1)(C)C.[CH:34]([C:37]1[CH:42]=[CH:41][C:40]([NH:43][C:44]2[C:53]3[C:48](=[CH:49][N:50]=[CH:51][CH:52]=3)[CH:47]=[CH:46][N:45]=2)=[CH:39][CH:38]=1)([CH3:36])[CH3:35]. Product: [Br:1][C:47]1[C:48]2[C:53](=[CH:52][CH:51]=[N:50][CH:49]=2)[C:44]([NH:43][C:40]2[CH:39]=[CH:38][C:37]([CH:34]([CH3:36])[CH3:35])=[CH:42][CH:41]=2)=[N:45][CH:46]=1. The catalyst class is: 1. (2) Reactant: C([N:8]1[CH2:12][CH:11]([CH3:13])[C:10]([CH2:26][C:27]([O:29][C:30]([CH3:33])([CH3:32])[CH3:31])=[O:28])([C:14]([O:16][CH2:17][C:18]2[CH:23]=[CH:22][C:21]([O:24][CH3:25])=[CH:20][CH:19]=2)=[O:15])[CH2:9]1)C1C=CC=CC=1.Cl[C:35]([O:37][CH2:38][C:39]1[CH:44]=[CH:43][CH:42]=[CH:41][CH:40]=1)=[O:36]. Product: [C:30]([O:29][C:27](=[O:28])[CH2:26][C:10]1([C:14]([O:16][CH2:17][C:18]2[CH:19]=[CH:20][C:21]([O:24][CH3:25])=[CH:22][CH:23]=2)=[O:15])[CH:11]([CH3:13])[CH2:12][N:8]([C:35]([O:37][CH2:38][C:39]2[CH:44]=[CH:43][CH:42]=[CH:41][CH:40]=2)=[O:36])[CH2:9]1)([CH3:33])([CH3:31])[CH3:32]. The catalyst class is: 4. (3) Reactant: [Si]([O:18][CH2:19][CH:20]1[CH2:25][C:24]([C:27]2[CH:32]=[CH:31][C:30]([Cl:33])=[C:29]([C:34]([F:37])([F:36])[F:35])[CH:28]=2)([CH3:26])[C:23]([C:38]([O:40][CH3:41])=[O:39])=[CH:22][CH2:21]1)(C(C)(C)C)(C1C=CC=CC=1)C1C=CC=CC=1.C(O)(=O)C.[F-].C([N+](CCCC)(CCCC)CCCC)CCC. Product: [Cl:33][C:30]1[CH:31]=[CH:32][C:27]([C:24]2([CH3:26])[C:23]([C:38]([O:40][CH3:41])=[O:39])=[CH:22][CH2:21][CH:20]([CH2:19][OH:18])[CH2:25]2)=[CH:28][C:29]=1[C:34]([F:35])([F:36])[F:37]. The catalyst class is: 56. (4) The catalyst class is: 3. Product: [CH3:13][O:12][C:10](=[O:11])[C:9]1[CH:14]=[C:5]([C:1]#[N:2])[CH:6]=[N:7][CH:8]=1. Reactant: [C:1]([Cu])#[N:2].Br[C:5]1[CH:6]=[N:7][CH:8]=[C:9]([CH:14]=1)[C:10]([O:12][CH3:13])=[O:11]. (5) Reactant: [CH:1]([N:4](CC)[CH:5](C)C)(C)C.[S:10]1[C:14]2[CH:15]=[C:16]([C:19]3([C:22]4[N:26]5[N:27]=[C:28]([C:31]6[CH:47]=[CH:46][C:34]([C:35]([NH:37][C@@H:38]([C:42]([CH3:45])([CH3:44])[CH3:43])[C:39]([OH:41])=O)=[O:36])=[CH:33][CH:32]=6)[CH:29]=[N:30][C:25]5=[N:24][N:23]=4)[CH2:21][CH2:20]3)[CH:17]=[CH:18][C:13]=2[N:12]=[CH:11]1.CNC.F[P-](F)(F)(F)(F)F.N1(O[P+](N(C)C)(N(C)C)N(C)C)C2C=CC=CC=2N=N1. Product: [S:10]1[C:14]2[CH:15]=[C:16]([C:19]3([C:22]4[N:26]5[N:27]=[C:28]([C:31]6[CH:32]=[CH:33][C:34]([C:35]([NH:37][C@H:38]([C:39]([N:4]([CH3:5])[CH3:1])=[O:41])[C:42]([CH3:45])([CH3:44])[CH3:43])=[O:36])=[CH:46][CH:47]=6)[CH:29]=[N:30][C:25]5=[N:24][N:23]=4)[CH2:21][CH2:20]3)[CH:17]=[CH:18][C:13]=2[N:12]=[CH:11]1. The catalyst class is: 121. (6) Reactant: C[O:2][C:3]([C:5]1[CH:6]=[N:7][C:8]([O:19][CH2:20][C:21]([F:24])([F:23])[F:22])=[C:9]([C:11]2[CH:16]=[CH:15][C:14]([Cl:17])=[C:13]([F:18])[CH:12]=2)[CH:10]=1)=O.O.[NH2:26][NH2:27].C([O-])([O-])=O.[Na+].[Na+]. Product: [Cl:17][C:14]1[CH:15]=[CH:16][C:11]([C:9]2[CH:10]=[C:5]([C:3]([NH:26][NH2:27])=[O:2])[CH:6]=[N:7][C:8]=2[O:19][CH2:20][C:21]([F:24])([F:23])[F:22])=[CH:12][C:13]=1[F:18]. The catalyst class is: 8. (7) Reactant: [CH:1]([C:3]1[CH:10]=[CH:9][C:6]([C:7]#[N:8])=[CH:5][C:4]=1[CH:11]=[CH2:12])=[O:2]. Product: [CH2:11]([C:4]1[CH:5]=[C:6]([CH:9]=[CH:10][C:3]=1[CH:1]=[O:2])[C:7]#[N:8])[CH3:12]. The catalyst class is: 29.